From a dataset of Forward reaction prediction with 1.9M reactions from USPTO patents (1976-2016). Predict the product of the given reaction. Given the reactants [Cl:1][C:2]1[N:3]=[C:4]([C:9]([NH:11][C@H:12]2[CH2:17][CH2:16][N:15]([C:18]3[S:19][C:20]([C:26]([O:28][CH2:29][CH3:30])=[O:27])=[C:21]([C:23]([OH:25])=O)[N:22]=3)[CH2:14][C@H:13]2[O:31][CH2:32][CH2:33][CH3:34])=[O:10])[NH:5][C:6]=1[CH2:7][CH3:8].[CH3:35][O:36][CH2:37][CH2:38][NH2:39].CCN=C=NCCCN(C)C.Cl.C1C=CC2N(O)N=NC=2C=1, predict the reaction product. The product is: [Cl:1][C:2]1[N:3]=[C:4]([C:9]([NH:11][C@H:12]2[CH2:17][CH2:16][N:15]([C:18]3[S:19][C:20]([C:26]([O:28][CH2:29][CH3:30])=[O:27])=[C:21]([C:23](=[O:25])[NH:39][CH2:38][CH2:37][O:36][CH3:35])[N:22]=3)[CH2:14][C@H:13]2[O:31][CH2:32][CH2:33][CH3:34])=[O:10])[NH:5][C:6]=1[CH2:7][CH3:8].